This data is from Reaction yield outcomes from USPTO patents with 853,638 reactions. The task is: Predict the reaction yield, written as a fraction of the theoretical maximum amount of product (1.0 means a 100% yield; for example, 0.34 means a 34% yield). The reactants are [C:1]([O:5][C:6]([C@H:8]1[CH2:10][C@H:9]1[C:11]([OH:13])=O)=[O:7])([CH3:4])([CH3:3])[CH3:2]. The catalyst is O1CCCC1. The product is [C:1]([O:5][C:6]([C@H:8]1[CH2:10][C@H:9]1[C:11](=[O:13])[CH2:8][C:6]([O:5][CH2:1][CH3:2])=[O:7])=[O:7])([CH3:2])([CH3:3])[CH3:4]. The yield is 0.918.